The task is: Predict the reactants needed to synthesize the given product.. This data is from Full USPTO retrosynthesis dataset with 1.9M reactions from patents (1976-2016). (1) Given the product [CH3:1][O:2][C:3](=[O:23])[C@H:4]([NH:5][C:6](=[O:16])[C:7]1[CH:12]=[CH:11][CH:10]=[CH:9][C:8]=1[NH2:13])[CH:17]1[CH2:22][CH2:21][CH2:20][CH2:19][CH2:18]1, predict the reactants needed to synthesize it. The reactants are: [CH3:1][O:2][C:3](=[O:23])[C@@H:4]([CH:17]1[CH2:22][CH2:21][CH2:20][CH2:19][CH2:18]1)[NH:5][C:6](=[O:16])[C:7]1[CH:12]=[CH:11][CH:10]=[CH:9][C:8]=1[N+:13]([O-])=O. (2) Given the product [O:19]1[C:28]2[C:23](=[CH:24][CH:25]=[CH:26][CH:27]=2)[CH2:22][CH:21]([NH:29][C:15]([C:4]2[C:3]3[C:7](=[CH:8][CH:9]=[CH:10][C:2]=3[Cl:1])[N:6]([CH2:11][CH2:12][O:13][CH3:14])[CH:5]=2)=[O:17])[CH2:20]1, predict the reactants needed to synthesize it. The reactants are: [Cl:1][C:2]1[CH:10]=[CH:9][CH:8]=[C:7]2[C:3]=1[C:4]([C:15]([OH:17])=O)=[CH:5][N:6]2[CH2:11][CH2:12][O:13][CH3:14].Cl.[O:19]1[C:28]2[C:23](=[CH:24][CH:25]=[CH:26][CH:27]=2)[CH2:22][CH:21]([NH2:29])[CH2:20]1.CCN(CC)CC.N1(O)C2C=CC=CC=2N=N1.C(Cl)CCl. (3) The reactants are: [Cl:1][C:2]1[CH:3]=[C:4]([CH:8]=[C:9]([OH:11])[CH:10]=1)[C:5]([OH:7])=[O:6].[OH-].[Na+].Cl[CH:15]([F:17])[F:16]. Given the product [Cl:1][C:2]1[CH:3]=[C:4]([CH:8]=[C:9]([O:11][CH:15]([F:17])[F:16])[CH:10]=1)[C:5]([OH:7])=[O:6], predict the reactants needed to synthesize it. (4) Given the product [CH2:17]([O:24][C:25]1[CH:26]=[C:27]([CH:28]=[CH:29][CH:30]=1)[O:31][C:14]1[CH:13]=[CH:12][C:9]([CH:10]=[O:11])=[C:8]([Cl:7])[CH:15]=1)[C:18]1[CH:19]=[CH:20][CH:21]=[CH:22][CH:23]=1, predict the reactants needed to synthesize it. The reactants are: C(=O)([O-])[O-].[K+].[K+].[Cl:7][C:8]1[CH:15]=[C:14](F)[CH:13]=[CH:12][C:9]=1[CH:10]=[O:11].[CH2:17]([O:24][C:25]1[CH:26]=[C:27]([OH:31])[CH:28]=[CH:29][CH:30]=1)[C:18]1[CH:23]=[CH:22][CH:21]=[CH:20][CH:19]=1. (5) Given the product [CH3:1][O:2][C:3]1[CH:4]=[C:5]2[C:10](=[CH:11][C:12]=1[O:13][CH3:14])[N:9]=[CH:8][CH:7]=[C:6]2[O:15][C:16]1[CH:22]=[CH:21][C:19]([NH:20][C:29](=[O:35])[O:28][C:26]2[CH:45]=[CH:38][CH:39]=[C:40]([C:41]#[N:42])[CH:43]=2)=[C:18]([CH3:23])[C:17]=1[CH3:24], predict the reactants needed to synthesize it. The reactants are: [CH3:1][O:2][C:3]1[CH:4]=[C:5]2[C:10](=[CH:11][C:12]=1[O:13][CH3:14])[N:9]=[CH:8][CH:7]=[C:6]2[O:15][C:16]1[CH:22]=[CH:21][C:19]([NH2:20])=[C:18]([CH3:23])[C:17]=1[CH3:24].Cl[C:26](Cl)([O:28][C:29](=[O:35])OC(Cl)(Cl)Cl)Cl.O[C:38]1[CH:39]=[C:40]([CH:43]=C[CH:45]=1)[C:41]#[N:42].C(=O)(O)[O-].[Na+].